Dataset: Peptide-MHC class I binding affinity with 185,985 pairs from IEDB/IMGT. Task: Regression. Given a peptide amino acid sequence and an MHC pseudo amino acid sequence, predict their binding affinity value. This is MHC class I binding data. The peptide sequence is KMFHGGLRY. The MHC is HLA-B58:01 with pseudo-sequence HLA-B58:01. The binding affinity (normalized) is 0.872.